This data is from Catalyst prediction with 721,799 reactions and 888 catalyst types from USPTO. The task is: Predict which catalyst facilitates the given reaction. (1) Reactant: [Cl:1][C:2]1[C:3]([C:10]2[S:11][C:12]([C:15]3[N:16]=[C:17]4[C:22]([Cl:23])=[CH:21][C:20]([C:24]([F:27])([F:26])[F:25])=[CH:19][N:18]4[CH:28]=3)=[N:13][N:14]=2)=[CH:4][C:5]([F:9])=[C:6]([OH:8])[CH:7]=1.C([O-])([O-])=O.[K+].[K+].[CH2:35](Br)[CH:36]=[CH2:37]. Product: [CH2:37]([O:8][C:6]1[C:5]([F:9])=[CH:4][C:3]([C:10]2[S:11][C:12]([C:15]3[N:16]=[C:17]4[C:22]([Cl:23])=[CH:21][C:20]([C:24]([F:26])([F:25])[F:27])=[CH:19][N:18]4[CH:28]=3)=[N:13][N:14]=2)=[C:2]([Cl:1])[CH:7]=1)[CH:36]=[CH2:35]. The catalyst class is: 18. (2) Reactant: CC[N:3]([CH:7]([CH3:9])[CH3:8])[CH:4]([CH3:6])[CH3:5].C1C=CC2N(O)N=N[C:14]=2[CH:15]=1.CCN=C=N[CH2:25][CH2:26][CH2:27]N(C)C.[ClH:31].Cl.[NH2:33][CH2:34][C:35]1([OH:41])[CH2:40][CH2:39][CH2:38][CH2:37][CH2:36]1.CCO[C:45]([CH3:47])=[O:46]. Product: [Cl:31][C:15]1[CH:14]=[CH:8][C:7]([NH:3][C:4]2[CH:5]=[CH:25][CH:26]=[CH:27][CH:6]=2)=[CH:9][C:47]=1[C:45]([NH:33][CH2:34][C:35]1([OH:41])[CH2:40][CH2:39][CH2:38][CH2:37][CH2:36]1)=[O:46]. The catalyst class is: 2. (3) Reactant: [O:1]1[CH2:6][CH:5]=[C:4]([C:7]2[CH:12]=[CH:11][C:10]([S:13]([CH3:16])(=[O:15])=[O:14])=[CH:9][C:8]=2[C:17]([N:19]2[CH2:24][CH2:23][N:22]([C:25]3[CH:30]=[CH:29][C:28]([C:31]([F:34])([F:33])[F:32])=[CH:27][CH:26]=3)[CH2:21][CH2:20]2)=[O:18])[CH2:3][CH2:2]1.Cl. Product: [CH3:16][S:13]([C:10]1[CH:11]=[CH:12][C:7]([CH:4]2[CH2:5][CH2:6][O:1][CH2:2][CH2:3]2)=[C:8]([C:17]([N:19]2[CH2:24][CH2:23][N:22]([C:25]3[CH:26]=[CH:27][C:28]([C:31]([F:32])([F:33])[F:34])=[CH:29][CH:30]=3)[CH2:21][CH2:20]2)=[O:18])[CH:9]=1)(=[O:15])=[O:14]. The catalyst class is: 275. (4) Product: [CH:27]([N:23]1[C:24]2[C:20](=[CH:19][C:18]([N:14]3[CH2:13][C@H:12]([CH2:11][NH:10][C:1](=[O:4])[CH2:2][CH3:3])[O:16][C:15]3=[O:17])=[CH:26][CH:25]=2)[CH2:21][C:22]1=[O:31])([CH2:29][CH3:30])[CH3:28]. The catalyst class is: 4. Reactant: [C:1](O[C:1](=[O:4])[CH2:2][CH3:3])(=[O:4])[CH2:2][CH3:3].[NH2:10][CH2:11][CH:12]1[O:16][C:15](=[O:17])[N:14]([C:18]2[CH:19]=[C:20]3[C:24](=[CH:25][CH:26]=2)[N:23]([C@@H:27]([CH2:29][CH3:30])[CH3:28])[C:22](=[O:31])[CH2:21]3)[CH2:13]1.C(N(C(C)C)CC)(C)C.